From a dataset of Forward reaction prediction with 1.9M reactions from USPTO patents (1976-2016). Predict the product of the given reaction. Given the reactants [CH2:1]([Zn]CC)C.CCCCCC.FC(F)(F)C(O)=O.ICI.[CH3:22][C:23]1[CH:28]=[CH:27][C:26]([C:29]([CH:31]([CH3:33])[CH3:32])=[CH2:30])=[CH:25][CH:24]=1.[Cl-].[NH4+], predict the reaction product. The product is: [CH:31]([C:29]1([C:26]2[CH:27]=[CH:28][C:23]([CH3:22])=[CH:24][CH:25]=2)[CH2:1][CH2:30]1)([CH3:33])[CH3:32].